From a dataset of Full USPTO retrosynthesis dataset with 1.9M reactions from patents (1976-2016). Predict the reactants needed to synthesize the given product. (1) Given the product [C:19]([C@H:37]([NH:36][C:51](=[O:52])[CH3:50])[CH2:38][CH:39]([CH3:41])[CH2:40][CH2:35][CH:32]=[CH2:34])#[N:20], predict the reactants needed to synthesize it. The reactants are: C1(C2C=C(C=CC=2)CN)CC1.BrC1C=C([CH2:19][NH2:20])C=NC=1.C1(C2C=C(CN)C=NC=2)CC1.[CH:32]1([C:35]2[CH:40]=[C:39]([CH2:41]N)[CH:38]=[CH:37][N:36]=2)[CH2:34]C1.C(C1C=C2C(=CC=1)[O:52][C:51](C)(C)[CH2:50]C2N)(C)C.C(C1C=C(C=CC=1)CN)(C)(C)C.CC(C)(C)CC1C=C(C=CC=1)CN. (2) Given the product [C:39]([NH:1][C:2]1[CH:7]=[CH:6][C:5]([C:8]2[CH2:14][C@H:13]3[N:10]([C:11](=[O:18])[C@@H:12]3[C@H:15]([OH:17])[CH3:16])[C:9]=2[C:19]([O:21][CH2:22][O:23][C:24](=[O:29])[C:25]([CH3:28])([CH3:27])[CH3:26])=[O:20])=[CH:4][CH:3]=1)(=[O:41])[CH3:40], predict the reactants needed to synthesize it. The reactants are: [NH2:1][C:2]1[CH:7]=[CH:6][C:5]([C:8]2[CH2:14][C@H:13]3[N:10]([C:11](=[O:18])[C@@H:12]3[C@H:15]([OH:17])[CH3:16])[C:9]=2[C:19]([O:21][CH2:22][O:23][C:24](=[O:29])[C:25]([CH3:28])([CH3:27])[CH3:26])=[O:20])=[CH:4][CH:3]=1.C(N(C(C)C)CC)(C)C.[C:39](Cl)(=[O:41])[CH3:40]. (3) Given the product [Cl:1][C:2]1[CH:7]=[C:6]([CH2:8][OH:9])[CH:5]=[CH:4][C:3]=1[C:10]1[CH:15]=[CH:14][CH:13]=[C:12]([C:16]([NH2:17])=[O:19])[CH:11]=1, predict the reactants needed to synthesize it. The reactants are: [Cl:1][C:2]1[CH:7]=[C:6]([CH2:8][OH:9])[CH:5]=[CH:4][C:3]=1[C:10]1[CH:15]=[CH:14][CH:13]=[C:12]([C:16]#[N:17])[CH:11]=1.C(=O)([O-])[O-:19].[K+].[K+].OO.O. (4) The reactants are: C(N(CC)C(C)C)(C)C.C(O[C:13]([C@H:15]1[C@@H:20]([NH:21][CH2:22][C:23]2[CH:28]=[CH:27][C:26]([F:29])=[CH:25][CH:24]=2)[C@H:19]2[CH2:30][C@@H:16]1[CH2:17][CH2:18]2)=[O:14])C.[I:31][C:32]1[CH:47]=[CH:46][C:35]2[NH:36][C:37]([CH2:42][C:43](O)=[O:44])=[N:38][S:39](=[O:41])(=[O:40])[C:34]=2[CH:33]=1.[O-]CC.[Na+].C(O)C. Given the product [F:29][C:26]1[CH:25]=[CH:24][C:23]([CH2:22][N:21]2[C:43](=[O:44])[C:42]([C:37]3[NH:36][C:35]4[CH:46]=[CH:47][C:32]([I:31])=[CH:33][C:34]=4[S:39](=[O:41])(=[O:40])[N:38]=3)=[C:13]([OH:14])[C@H:15]3[C@@H:20]2[C@H:19]2[CH2:30][C@@H:16]3[CH2:17][CH2:18]2)=[CH:28][CH:27]=1, predict the reactants needed to synthesize it. (5) Given the product [Cl:13][C:8]1[CH:7]=[CH:6][N:5]=[C:4]2[CH:3]=[CH:2][S:1][C:9]=12, predict the reactants needed to synthesize it. The reactants are: [S:1]1[C:9]2[C:4](=[N:5][CH:6]=[CH:7][C:8]=2O)[CH:3]=[CH:2]1.O=P(Cl)(Cl)[Cl:13].[NH4+].[OH-]. (6) Given the product [Cl:1][C:2]1[CH:3]=[C:4]([C:9]2[N:14]=[C:13]([CH2:15][NH:17][C:18]3([CH2:23][OH:24])[CH2:22][CH2:21][CH2:20][CH2:19]3)[CH:12]=[CH:11][CH:10]=2)[CH:5]=[CH:6][C:7]=1[F:8], predict the reactants needed to synthesize it. The reactants are: [Cl:1][C:2]1[CH:3]=[C:4]([C:9]2[N:14]=[C:13]([CH:15]=O)[CH:12]=[CH:11][CH:10]=2)[CH:5]=[CH:6][C:7]=1[F:8].[NH2:17][C:18]1([CH2:23][OH:24])[CH2:22][CH2:21][CH2:20][CH2:19]1.C(O)(=O)C.C([BH3-])#N. (7) Given the product [C:34]([N:18]1[CH2:17][CH:16]2[CH2:20][CH:13]([C:9]3[N:8]=[C:7]4[N:6]([CH3:21])[C:5](=[O:22])[N:4]([CH2:3][C:2]([CH3:24])([CH3:23])[CH3:1])[C:12]4=[CH:11][CH:10]=3)[CH2:14][CH:15]2[CH2:19]1)(=[O:36])[CH3:35], predict the reactants needed to synthesize it. The reactants are: [CH3:1][C:2]([CH3:24])([CH3:23])[CH2:3][N:4]1[C:12]2[C:7](=[N:8][C:9]([C:13]3[CH2:14][CH:15]4[CH2:19][NH:18][CH2:17][CH:16]4[CH:20]=3)=[CH:10][CH:11]=2)[N:6]([CH3:21])[C:5]1=[O:22].CCN(C(C)C)C(C)C.[C:34](Cl)(=[O:36])[CH3:35]. (8) Given the product [CH3:38][CH:34]1[O:33][C:32]2[CH:39]=[CH:40][C:29]([CH2:1][CH:2]3[CH2:7][CH2:6][N:5]([C:8]4[CH:18]=[CH:17][C:11]([C:12]([O:14][CH2:15][CH3:16])=[O:13])=[CH:10][CH:9]=4)[CH2:4][CH2:3]3)=[CH:30][C:31]=2[NH:36][C:35]1=[O:37], predict the reactants needed to synthesize it. The reactants are: [CH2:1]=[C:2]1[CH2:7][CH2:6][N:5]([C:8]2[CH:18]=[CH:17][C:11]([C:12]([O:14][CH2:15][CH3:16])=[O:13])=[CH:10][CH:9]=2)[CH2:4][CH2:3]1.B1C2CCCC1CCC2.Br[C:29]1[CH:40]=[CH:39][C:32]2[O:33][CH:34]([CH3:38])[C:35](=[O:37])[NH:36][C:31]=2[CH:30]=1.C(=O)([O-])[O-].[K+].[K+].